This data is from Reaction yield outcomes from USPTO patents with 853,638 reactions. The task is: Predict the reaction yield, written as a fraction of the theoretical maximum amount of product (1.0 means a 100% yield; for example, 0.34 means a 34% yield). The reactants are [N+:1]([C:4]1[CH:5]=[C:6]([C:10]2[CH:15]=[CH:14][CH:13]=[CH:12][CH:11]=2)[CH:7]=[CH:8][CH:9]=1)([O-])=O. The catalyst is [Pd].C(O)C. The product is [C:6]1([C:10]2[CH:11]=[CH:12][CH:13]=[CH:14][CH:15]=2)[CH:7]=[CH:8][CH:9]=[C:4]([NH2:1])[CH:5]=1. The yield is 1.00.